This data is from Full USPTO retrosynthesis dataset with 1.9M reactions from patents (1976-2016). The task is: Predict the reactants needed to synthesize the given product. Given the product [Cl:15][C:16]1[C:24]([Cl:25])=[CH:23][CH:22]=[CH:21][C:17]=1[CH2:18][N:19]([CH3:20])[C:12](=[O:14])[CH2:11][CH2:10][CH2:9][S:8][C:5]1[CH:4]=[CH:3][C:2]([OH:1])=[CH:7][CH:6]=1, predict the reactants needed to synthesize it. The reactants are: [OH:1][C:2]1[CH:7]=[CH:6][C:5]([S:8][CH2:9][CH2:10][CH2:11][C:12]([OH:14])=O)=[CH:4][CH:3]=1.[Cl:15][C:16]1[C:24]([Cl:25])=[CH:23][CH:22]=[CH:21][C:17]=1[CH2:18][NH:19][CH3:20].